This data is from NCI-60 drug combinations with 297,098 pairs across 59 cell lines. The task is: Regression. Given two drug SMILES strings and cell line genomic features, predict the synergy score measuring deviation from expected non-interaction effect. (1) Drug 1: CC1=C2C(C(=O)C3(C(CC4C(C3C(C(C2(C)C)(CC1OC(=O)C(C(C5=CC=CC=C5)NC(=O)OC(C)(C)C)O)O)OC(=O)C6=CC=CC=C6)(CO4)OC(=O)C)O)C)O. Drug 2: CN(CCCl)CCCl.Cl. Cell line: UACC-257. Synergy scores: CSS=10.4, Synergy_ZIP=-6.15, Synergy_Bliss=-4.65, Synergy_Loewe=-4.07, Synergy_HSA=-2.93. (2) Drug 1: CNC(=O)C1=CC=CC=C1SC2=CC3=C(C=C2)C(=NN3)C=CC4=CC=CC=N4. Drug 2: C(CCl)NC(=O)N(CCCl)N=O. Cell line: HOP-92. Synergy scores: CSS=14.9, Synergy_ZIP=4.14, Synergy_Bliss=3.43, Synergy_Loewe=2.83, Synergy_HSA=2.18. (3) Drug 1: CC1C(C(CC(O1)OC2CC(OC(C2O)C)OC3=CC4=CC5=C(C(=O)C(C(C5)C(C(=O)C(C(C)O)O)OC)OC6CC(C(C(O6)C)O)OC7CC(C(C(O7)C)O)OC8CC(C(C(O8)C)O)(C)O)C(=C4C(=C3C)O)O)O)O. Drug 2: CC1C(C(CC(O1)OC2CC(CC3=C2C(=C4C(=C3O)C(=O)C5=C(C4=O)C(=CC=C5)OC)O)(C(=O)CO)O)N)O.Cl. Cell line: NCI-H226. Synergy scores: CSS=47.1, Synergy_ZIP=5.93, Synergy_Bliss=3.17, Synergy_Loewe=-9.25, Synergy_HSA=0.485. (4) Drug 2: N.N.Cl[Pt+2]Cl. Synergy scores: CSS=1.06, Synergy_ZIP=-0.928, Synergy_Bliss=1.99, Synergy_Loewe=-1.61, Synergy_HSA=-0.191. Drug 1: CN(C)N=NC1=C(NC=N1)C(=O)N. Cell line: HT29. (5) Drug 1: CC1C(C(CC(O1)OC2CC(CC3=C2C(=C4C(=C3O)C(=O)C5=C(C4=O)C(=CC=C5)OC)O)(C(=O)C)O)N)O.Cl. Drug 2: C1=NC2=C(N=C(N=C2N1C3C(C(C(O3)CO)O)F)Cl)N. Cell line: HCT116. Synergy scores: CSS=40.8, Synergy_ZIP=-7.53, Synergy_Bliss=-9.82, Synergy_Loewe=-11.6, Synergy_HSA=-7.24. (6) Drug 1: CN(C)C1=NC(=NC(=N1)N(C)C)N(C)C. Drug 2: C1=CC=C(C=C1)NC(=O)CCCCCCC(=O)NO. Cell line: NCI-H460. Synergy scores: CSS=22.9, Synergy_ZIP=-2.54, Synergy_Bliss=5.92, Synergy_Loewe=-4.22, Synergy_HSA=3.69.